This data is from Catalyst prediction with 721,799 reactions and 888 catalyst types from USPTO. The task is: Predict which catalyst facilitates the given reaction. (1) Reactant: Br[CH2:2][C:3]([C:5]1[C:6](=[O:16])[O:7][C:8]2[C:13]([CH:14]=1)=[CH:12][CH:11]=[CH:10][C:9]=2[Cl:15])=O.[CH3:17][C:18]1[CH:19]=[C:20]([NH:25][C:26]([NH2:28])=[S:27])[CH:21]=[C:22]([CH3:24])[CH:23]=1. Product: [Cl:15][C:9]1[CH:10]=[CH:11][CH:12]=[C:13]2[C:8]=1[O:7][C:6](=[O:16])[C:5]([C:3]1[N:28]=[C:26]([NH:25][C:20]3[CH:19]=[C:18]([CH3:17])[CH:23]=[C:22]([CH3:24])[CH:21]=3)[S:27][CH:2]=1)=[CH:14]2. The catalyst class is: 8. (2) Reactant: [Cl:1][C:2]1[N:10]=[CH:9][CH:8]=[CH:7][C:3]=1[C:4](O)=[O:5].C(Cl)(=O)C([Cl:14])=O. Product: [Cl:1][C:2]1[N:10]=[CH:9][CH:8]=[CH:7][C:3]=1[C:4]([Cl:14])=[O:5]. The catalyst class is: 59. (3) Reactant: C([N:4](C(C)C)CC)(C)C.C1CN([P+](ON2N=NC3C=CC=CC2=3)(N2CCCC2)N2CCCC2)CC1.F[P-](F)(F)(F)(F)F.[Cl-].[NH4+].[C:45]([O:49][C:50]([NH:52][C:53]1[CH:57]=[CH:56][O:55][C:54]=1[C:58]([OH:60])=O)=[O:51])([CH3:48])([CH3:47])[CH3:46].Cl. Product: [NH2:4][C:58]([C:54]1[O:55][CH:56]=[CH:57][C:53]=1[NH:52][C:50](=[O:51])[O:49][C:45]([CH3:48])([CH3:47])[CH3:46])=[O:60]. The catalyst class is: 3. (4) The catalyst class is: 4. Product: [Br:1][C:2]1[CH:8]=[CH:7][CH:6]=[C:5]2[C:3]=1[NH:4][CH:14]1[CH:9]2[CH2:10][CH2:11][CH2:12][CH:13]1[I:20]. Reactant: [Br:1][C:2]1[CH:8]=[CH:7][CH:6]=[C:5]([CH:9]2[CH2:14][CH2:13][CH2:12][CH:11]=[CH:10]2)[C:3]=1[NH2:4].C(=O)(O)[O-].[Na+].[I:20]I. (5) Reactant: [H-].[Na+].[C:3]([O:7][C:8]([NH:10][C@H:11]1[CH2:16][CH2:15][C@H:14]([OH:17])[CH2:13][CH2:12]1)=[O:9])([CH3:6])([CH3:5])[CH3:4].[CH2:18]1OCCOCCOCCOCCOC1.IC. Product: [C:3]([O:7][C:8]([NH:10][C@H:11]1[CH2:12][CH2:13][C@H:14]([O:17][CH3:18])[CH2:15][CH2:16]1)=[O:9])([CH3:6])([CH3:4])[CH3:5]. The catalyst class is: 1. (6) The catalyst class is: 6. Product: [C:32]([N:31]1[C:28]2[CH:29]=[CH:30][C:25]([C:22]3[CH:21]=[N:20][C:19]([NH2:18])=[N:24][CH:23]=3)=[CH:26][C:27]=2[N:36]=[C:8]1[C:7]1[CH:10]=[C:11]([C:14]([F:17])([F:16])[F:15])[CH:12]=[CH:13][C:6]=1[N:1]1[CH:5]=[CH:4][CH:3]=[N:2]1)([CH3:35])([CH3:33])[CH3:34]. Reactant: [N:1]1([C:6]2[CH:13]=[CH:12][C:11]([C:14]([F:17])([F:16])[F:15])=[CH:10][C:7]=2[CH:8]=O)[CH:5]=[CH:4][CH:3]=[N:2]1.[NH2:18][C:19]1[N:24]=[CH:23][C:22]([C:25]2[CH:26]=[C:27]([NH2:36])[C:28]([NH:31][C:32]([CH3:35])([CH3:34])[CH3:33])=[CH:29][CH:30]=2)=[CH:21][N:20]=1.OOS([O-])=O.[K+].